From a dataset of Catalyst prediction with 721,799 reactions and 888 catalyst types from USPTO. Predict which catalyst facilitates the given reaction. (1) Reactant: Br[C:2]1[O:10][C:9]2[CH:8]=[CH:7][N:6]([C:11]3[CH:23]=[CH:22][C:14]([O:15][CH2:16][C:17]4([C:20]#[N:21])[CH2:19][CH2:18]4)=[C:13]([O:24][CH3:25])[CH:12]=3)[C:5](=[O:26])[C:4]=2[CH:3]=1.[F:27][C:28]1[CH:33]=[CH:32][C:31](B(O)O)=[CH:30][CH:29]=1.C(=O)([O-])[O-].[K+].[K+].COCCOC. Product: [F:27][C:28]1[CH:33]=[CH:32][C:31]([C:2]2[O:10][C:9]3[CH:8]=[CH:7][N:6]([C:11]4[CH:23]=[CH:22][C:14]([O:15][CH2:16][C:17]5([C:20]#[N:21])[CH2:19][CH2:18]5)=[C:13]([O:24][CH3:25])[CH:12]=4)[C:5](=[O:26])[C:4]=3[CH:3]=2)=[CH:30][CH:29]=1. The catalyst class is: 103. (2) Reactant: [CH3:1][O:2][C:3](=[O:25])[C:4]([C:17]1[CH:22]=[CH:21][C:20]([Cl:23])=[C:19]([Cl:24])[CH:18]=1)=[N:5][NH:6]S(C1C=CC(C)=CC=1)(=O)=O.C(N(CC)CC)C. Product: [CH3:1][O:2][C:3](=[O:25])[C:4](=[N+:5]=[N-:6])[C:17]1[CH:22]=[CH:21][C:20]([Cl:23])=[C:19]([Cl:24])[CH:18]=1. The catalyst class is: 4.